Dataset: Forward reaction prediction with 1.9M reactions from USPTO patents (1976-2016). Task: Predict the product of the given reaction. (1) Given the reactants [N+:1]([C:4]1[CH:26]=[CH:25][C:7]([CH2:8][O:9][C:10]([N:12]2[CH:16]=[C:15]([CH:17]=[O:18])[N:14]=[C:13]2[C:19]2[CH:24]=[CH:23][CH:22]=[CH:21][CH:20]=2)=[O:11])=[CH:6][CH:5]=1)([O-:3])=[O:2].[N+:27]([C:30]1[CH:48]=[CH:47][C:33]([CH2:34][O:35][C:36]([C:38]2[N:39]3[C@H:42]([S:43][CH:44]=2)[C@@H:41]([Br:45])[C:40]3=[O:46])=[O:37])=[CH:32][CH:31]=1)([O-:29])=[O:28].[Mg+2].[Br-].[Br-].[C:52](OC(=O)C)(=[O:54])[CH3:53], predict the reaction product. The product is: [N+:27]([C:30]1[CH:48]=[CH:47][C:33]([CH2:34][O:35][C:36]([C:38]2[N:39]3[C@H:42]([S:43][CH:44]=2)[C:41]([CH:17]([O:18][C:52](=[O:54])[CH3:53])[C:15]2[N:14]=[C:13]([C:19]4[CH:20]=[CH:21][CH:22]=[CH:23][CH:24]=4)[N:12]([C:10]([O:9][CH2:8][C:7]4[CH:6]=[CH:5][C:4]([N+:1]([O-:3])=[O:2])=[CH:26][CH:25]=4)=[O:11])[CH:16]=2)([Br:45])[C:40]3=[O:46])=[O:37])=[CH:32][CH:31]=1)([O-:29])=[O:28]. (2) Given the reactants [CH2:1]([N:8]1[CH:12]=[C:11](B2OC(C)(C)C(C)(C)O2)[CH:10]=[N:9]1)[C:2]1[CH:7]=[CH:6][CH:5]=[CH:4][CH:3]=1.[OH-:22].[Na+].OO, predict the reaction product. The product is: [CH2:1]([N:8]1[CH:12]=[C:11]([OH:22])[CH:10]=[N:9]1)[C:2]1[CH:7]=[CH:6][CH:5]=[CH:4][CH:3]=1. (3) Given the reactants [C:1]([O:5][C:6](=[O:27])[N:7]([CH2:20][CH2:21][CH2:22][CH2:23][CH2:24][CH2:25][CH3:26])[CH2:8][C:9]1([C:12]2[CH:17]=[CH:16][C:15]([CH2:18][OH:19])=[CH:14][CH:13]=2)[CH2:11][CH2:10]1)([CH3:4])([CH3:3])[CH3:2], predict the reaction product. The product is: [C:1]([O:5][C:6](=[O:27])[N:7]([CH2:8][C:9]1([C:12]2[CH:17]=[CH:16][C:15]([CH:18]=[O:19])=[CH:14][CH:13]=2)[CH2:11][CH2:10]1)[CH2:20][CH2:21][CH2:22][CH2:23][CH2:24][CH2:25][CH3:26])([CH3:2])([CH3:3])[CH3:4]. (4) The product is: [CH3:1][C:2]1[CH:7]=[CH:6][C:5]([C:8]([CH3:10])=[O:9])=[CH:4][C:3]=1[Br:15]. Given the reactants [CH3:1][C:2]1[CH:7]=[CH:6][C:5]([C:8]([CH3:10])=[O:9])=[CH:4][CH:3]=1.[Al+3].[Cl-].[Cl-].[Cl-].[Br:15]Br, predict the reaction product. (5) Given the reactants [NH2:1][C:2]1[C:6]([S:7]([CH2:10][CH2:11][CH3:12])(=[O:9])=[O:8])=[CH:5][S:4][C:3]=1[C:13]([OH:15])=[O:14].[OH2:16].[OH-].[Na+:18], predict the reaction product. The product is: [NH2:1][C:2]1[C:6]([S:7]([CH2:10][CH2:11][CH3:12])(=[O:9])=[O:8])=[CH:5][S:4][C:3]=1[C:13]([OH:15])=[O:14].[C:13]([O-:15])([OH:16])=[O:14].[Na+:18]. (6) The product is: [Br:30][C:15]1[S:14][C:13]([C:10]2[CH:11]=[CH:12][C:5]([O:4][CH:1]([CH3:3])[CH3:2])=[C:6]([CH:9]=2)[C:7]#[N:8])=[N:17][CH:16]=1. Given the reactants [CH:1]([O:4][C:5]1[CH:12]=[CH:11][C:10]([C:13]2[S:14][CH:15]=[CH:16][N:17]=2)=[CH:9][C:6]=1[C:7]#[N:8])([CH3:3])[CH3:2].CN(C=O)C.C1C(=O)N([Br:30])C(=O)C1, predict the reaction product. (7) Given the reactants [CH2:1]([O:8][C@@H:9]1[C@@H:14]([O:15][CH2:16][C:17]2[CH:22]=[CH:21][CH:20]=[CH:19][CH:18]=2)[C@H:13]([O:23][CH2:24][C:25]2[CH:30]=[CH:29][CH:28]=[CH:27][CH:26]=2)[C@@H:12]([CH2:31][O:32][CH2:33][C:34]2[CH:39]=[CH:38][CH:37]=[CH:36][CH:35]=2)[O:11][C@H:10]1[N:40]1[C:48]2[C:43](=[C:44]([CH3:49])[CH:45]=[CH:46][CH:47]=2)[C:42]([CH2:50][C:51]2[CH:56]=[CH:55][C:54](/[CH:57]=[CH:58]/[CH2:59][C:60]([O:62][CH2:63][C@@H:64]3[CH2:68][O:67]C(C)(C)[O:65]3)=[O:61])=[CH:53][CH:52]=2)=[CH:41]1)[C:2]1[CH:7]=[CH:6][CH:5]=[CH:4][CH:3]=1, predict the reaction product. The product is: [CH2:1]([O:8][C@@H:9]1[C@@H:14]([O:15][CH2:16][C:17]2[CH:22]=[CH:21][CH:20]=[CH:19][CH:18]=2)[C@H:13]([O:23][CH2:24][C:25]2[CH:26]=[CH:27][CH:28]=[CH:29][CH:30]=2)[C@@H:12]([CH2:31][O:32][CH2:33][C:34]2[CH:39]=[CH:38][CH:37]=[CH:36][CH:35]=2)[O:11][C@H:10]1[N:40]1[C:48]2[C:43](=[C:44]([CH3:49])[CH:45]=[CH:46][CH:47]=2)[C:42]([CH2:50][C:51]2[CH:56]=[CH:55][C:54](/[CH:57]=[CH:58]/[CH2:59][C:60]([O:62][CH2:63][C@@H:64]([OH:65])[CH2:68][OH:67])=[O:61])=[CH:53][CH:52]=2)=[CH:41]1)[C:2]1[CH:7]=[CH:6][CH:5]=[CH:4][CH:3]=1.